This data is from Reaction yield outcomes from USPTO patents with 853,638 reactions. The task is: Predict the reaction yield, written as a fraction of the theoretical maximum amount of product (1.0 means a 100% yield; for example, 0.34 means a 34% yield). (1) The reactants are [C:1]([O:4][C:5](=[O:7])[CH3:6])(=O)[CH3:2].N1C=CC=CC=1.[Cl:14][C:15]1[C:20]([F:21])=[CH:19][CH:18]=[C:17]([Cl:22])[C:16]=1C(O)C. The catalyst is C(Cl)Cl. The product is [C:5]([O:4][CH:1]([C:16]1[C:17]([Cl:22])=[CH:18][CH:19]=[C:20]([F:21])[C:15]=1[Cl:14])[CH3:2])(=[O:7])[CH3:6]. The yield is 0.856. (2) The reactants are [F:1][C:2]1[C:3]([NH:13][C:14]2[CH:19]=[CH:18][C:17]([I:20])=[CH:16][C:15]=2[CH3:21])=[C:4]([CH:9]=[CH:10][C:11]=1[F:12])[C:5]([NH:7][NH2:8])=[O:6].[C:22](=S)=[S:23].[OH-].[K+].Cl. The catalyst is CCO.CCOC(C)=O.O. The product is [F:1][C:2]1[C:3]([NH:13][C:14]2[CH:19]=[CH:18][C:17]([I:20])=[CH:16][C:15]=2[CH3:21])=[C:4]([C:5]2[O:6][C:22]([SH:23])=[N:8][N:7]=2)[CH:9]=[CH:10][C:11]=1[F:12]. The yield is 0.510.